This data is from Catalyst prediction with 721,799 reactions and 888 catalyst types from USPTO. The task is: Predict which catalyst facilitates the given reaction. (1) Reactant: [Cl:1][C:2]1[C:7]([N+:8]([O-:10])=[O:9])=[C:6](Cl)[C:5]([CH3:12])=[C:4]([CH3:13])[N:3]=1.C(N(CC)CC)C.Cl.[CH2:22]([NH2:25])[C:23]#[CH:24].C(N)C#C. Product: [Cl:1][C:2]1[C:7]([N+:8]([O-:10])=[O:9])=[C:6]([NH:25][CH2:22][C:23]#[CH:24])[C:5]([CH3:12])=[C:4]([CH3:13])[N:3]=1. The catalyst class is: 3. (2) Reactant: [C:1]([C:5]1[CH:10]=[CH:9][C:8]([S:11]([NH:14][C:15]2[CH:23]=[CH:22][C:21]([Cl:24])=[CH:20][C:16]=2[C:17](Cl)=[O:18])(=[O:13])=[O:12])=[CH:7][CH:6]=1)([CH3:4])([CH3:3])[CH3:2].O.[NH2:26][NH2:27].NN. Product: [C:1]([C:5]1[CH:10]=[CH:9][C:8]([S:11]([NH:14][C:15]2[CH:23]=[CH:22][C:21]([Cl:24])=[CH:20][C:16]=2[C:17]([NH:26][NH2:27])=[O:18])(=[O:13])=[O:12])=[CH:7][CH:6]=1)([CH3:4])([CH3:3])[CH3:2]. The catalyst class is: 4.